Task: Regression. Given a peptide amino acid sequence and an MHC pseudo amino acid sequence, predict their binding affinity value. This is MHC class I binding data.. Dataset: Peptide-MHC class I binding affinity with 185,985 pairs from IEDB/IMGT (1) The peptide sequence is KICEYIRSY. The MHC is HLA-B48:01 with pseudo-sequence HLA-B48:01. The binding affinity (normalized) is 0.0847. (2) The MHC is HLA-A68:02 with pseudo-sequence HLA-A68:02. The binding affinity (normalized) is 0.0847. The peptide sequence is MKWMMAMKY.